From a dataset of Full USPTO retrosynthesis dataset with 1.9M reactions from patents (1976-2016). Predict the reactants needed to synthesize the given product. (1) Given the product [NH2:1][C:2]1[C:11]2[N:12]=[C:13]([CH3:21])[N:14]([CH2:15][CH2:16][CH2:17][C:18](=[N:23][OH:24])[CH3:19])[C:10]=2[C:9]2[CH:8]=[CH:7][CH:6]=[CH:5][C:4]=2[N:3]=1, predict the reactants needed to synthesize it. The reactants are: [NH2:1][C:2]1[C:11]2[N:12]=[C:13]([CH3:21])[N:14]([CH2:15][CH2:16][CH2:17][C:18](=O)[CH3:19])[C:10]=2[C:9]2[CH:8]=[CH:7][CH:6]=[CH:5][C:4]=2[N:3]=1.Cl.[NH2:23][OH:24].[OH-].[Na+]. (2) The reactants are: [OH:1][CH2:2][CH2:3][C:4]1[CH:9]=[CH:8][C:7]([OH:10])=[CH:6][CH:5]=1.[C:11]([Si:15]([CH3:32])([CH3:31])[O:16][CH:17]1[CH2:22][CH2:21][N:20]([C:23](N2C=C[N+](C)=C2)=[O:24])[CH2:19][CH2:18]1)([CH3:14])([CH3:13])[CH3:12].[I-]. Given the product [OH:1][CH2:2][CH2:3][C:4]1[CH:9]=[CH:8][C:7]([O:10][C:23]([N:20]2[CH2:21][CH2:22][CH:17]([O:16][Si:15]([C:11]([CH3:14])([CH3:13])[CH3:12])([CH3:31])[CH3:32])[CH2:18][CH2:19]2)=[O:24])=[CH:6][CH:5]=1, predict the reactants needed to synthesize it. (3) The reactants are: [CH3:1][O:2][C:3]([C:5]1[N:6]=[C:7]([NH:10][C:11](=[O:38])[C@@H:12]([N:23]2[C:27](=[O:28])[C@@H:26]([C:29]3[CH:34]=[CH:33][C:32]([O:35][CH3:36])=[CH:31][CH:30]=3)[NH:25][C:24]2=[O:37])[CH2:13][C:14]2[CH:19]=[CH:18][C:17]([N+:20]([O-])=O)=[CH:16][CH:15]=2)[S:8][CH:9]=1)=[O:4].[Cl-].[NH4+]. Given the product [CH3:1][O:2][C:3]([C:5]1[N:6]=[C:7]([NH:10][C:11](=[O:38])[C@@H:12]([N:23]2[C:27](=[O:28])[C@@H:26]([C:29]3[CH:30]=[CH:31][C:32]([O:35][CH3:36])=[CH:33][CH:34]=3)[NH:25][C:24]2=[O:37])[CH2:13][C:14]2[CH:15]=[CH:16][C:17]([NH2:20])=[CH:18][CH:19]=2)[S:8][CH:9]=1)=[O:4], predict the reactants needed to synthesize it. (4) Given the product [F:22][CH:2]([F:1])[O:3][C:4]1[CH:9]=[C:8]([NH2:10])[CH:7]=[CH:6][C:5]=1[N:13]1[CH2:18][CH2:17][N:16]([CH:19]([CH3:20])[CH3:21])[CH2:15][CH2:14]1, predict the reactants needed to synthesize it. The reactants are: [F:1][CH:2]([F:22])[O:3][C:4]1[CH:9]=[C:8]([N+:10]([O-])=O)[CH:7]=[CH:6][C:5]=1[N:13]1[CH2:18][CH2:17][N:16]([CH:19]([CH3:21])[CH3:20])[CH2:15][CH2:14]1. (5) Given the product [O:29]=[C:20]1[C:21]2[C:26](=[CH:25][CH:24]=[CH:23][CH:22]=2)[C:27](=[O:28])[N:19]1[CH:18]1[CH2:17][CH2:16][NH:15][CH2:14][CH:13]1[NH:12][C:10](=[O:11])[O:9][C:5]([CH3:7])([CH3:6])[CH3:8], predict the reactants needed to synthesize it. The reactants are: C([O-])=O.[NH4+].[C:5]([O:9][C:10]([NH:12][CH:13]1[CH:18]([N:19]2[C:27](=[O:28])[C:26]3[C:21](=[CH:22][CH:23]=[CH:24][CH:25]=3)[C:20]2=[O:29])[CH2:17][CH2:16][N:15](C(OCC2C=CC=CC=2)=O)[CH2:14]1)=[O:11])([CH3:8])([CH3:7])[CH3:6]. (6) Given the product [O:12]=[C:9]1[C:10]2[CH:11]=[C:2]([NH:1][C:13](=[O:14])[O:15][C:16]([CH3:19])([CH3:18])[CH3:17])[CH:3]=[CH:4][C:5]=2[CH2:6][CH2:7][CH2:8]1, predict the reactants needed to synthesize it. The reactants are: [NH2:1][C:2]1[CH:11]=[C:10]2[C:5]([CH2:6][CH2:7][CH2:8][C:9]2=[O:12])=[CH:4][CH:3]=1.[C:13](O[C:13]([O:15][C:16]([CH3:19])([CH3:18])[CH3:17])=[O:14])([O:15][C:16]([CH3:19])([CH3:18])[CH3:17])=[O:14]. (7) Given the product [Br:24][C:25]1[C:26]([N:34]2[CH2:35][CH2:36][N:37]([CH3:40])[CH2:38][CH2:39]2)=[CH:27][C:28]([O:32][CH3:33])=[C:29]([NH:31][C:2]2[N:7]=[C:6]([NH:8][C:9]3[CH:14]=[C:13]([CH:15]=[CH2:16])[CH:12]=[CH:11][C:10]=3[S:17]([CH:20]([CH3:22])[CH3:21])(=[O:19])=[O:18])[C:5]([Cl:23])=[CH:4][N:3]=2)[CH:30]=1, predict the reactants needed to synthesize it. The reactants are: Cl[C:2]1[N:7]=[C:6]([NH:8][C:9]2[CH:14]=[C:13]([CH:15]=[CH2:16])[CH:12]=[CH:11][C:10]=2[S:17]([CH:20]([CH3:22])[CH3:21])(=[O:19])=[O:18])[C:5]([Cl:23])=[CH:4][N:3]=1.[Br:24][C:25]1[C:26]([N:34]2[CH2:39][CH2:38][N:37]([CH3:40])[CH2:36][CH2:35]2)=[CH:27][C:28]([O:32][CH3:33])=[C:29]([NH2:31])[CH:30]=1.CS(O)(=O)=O. (8) The reactants are: [NH2:1][C:2]1[C:3]([C:10]([O:12]C)=[O:11])=[N:4][C:5]([Cl:9])=[C:6]([NH2:8])[N:7]=1.CO.[OH-].[Na+].Cl. Given the product [NH2:1][C:2]1[C:3]([C:10]([OH:12])=[O:11])=[N:4][C:5]([Cl:9])=[C:6]([NH2:8])[N:7]=1, predict the reactants needed to synthesize it.